This data is from Forward reaction prediction with 1.9M reactions from USPTO patents (1976-2016). The task is: Predict the product of the given reaction. Given the reactants C1CN(C(ON2N=NC3C2=CC=CC=3)=[N+]2CCCC2)CC1.F[P-](F)(F)(F)(F)F.Cl.[NH2:30][C@@H:31]1[C:37](=[O:38])[N:36]([CH2:39][C:40]2[C:49]3[C:44](=[CH:45][CH:46]=[CH:47][CH:48]=3)[CH:43]=[CH:42][CH:41]=2)[C:35]2[CH:50]=[CH:51][CH:52]=[CH:53][C:34]=2[N:33]([CH3:54])[CH2:32]1.CCN(C(C)C)C(C)C.[N:64]([C:71]([O:73][C:74]([CH3:77])([CH3:76])[CH3:75])=[O:72])([CH3:70])[C@H:65]([C:67](O)=[O:68])[CH3:66].C([O-])([O-])=O.[Na+].[Na+], predict the reaction product. The product is: [C:74]([O:73][C:71](=[O:72])[N:64]([CH3:70])[C@H:65]([C:67](=[O:68])[NH:30][C@@H:31]1[C:37](=[O:38])[N:36]([CH2:39][C:40]2[C:49]3[C:44](=[CH:45][CH:46]=[CH:47][CH:48]=3)[CH:43]=[CH:42][CH:41]=2)[C:35]2[CH:50]=[CH:51][CH:52]=[CH:53][C:34]=2[N:33]([CH3:54])[CH2:32]1)[CH3:66])([CH3:75])([CH3:77])[CH3:76].